Dataset: Full USPTO retrosynthesis dataset with 1.9M reactions from patents (1976-2016). Task: Predict the reactants needed to synthesize the given product. The reactants are: [CH2:1]([NH:3][C:4]1[CH:20]=[CH:19][C:7]([NH:8][C:9](=[O:18])[CH2:10][N:11]2[CH2:16][CH2:15][N:14]([CH3:17])[CH2:13][CH2:12]2)=[CH:6][C:5]=1[N+:21]([O-])=O)[CH3:2].C1(C)C=CC(S([O-])(=O)=O)=CC=1.[CH2:35]([N:42]1[C:46](=[O:47])[C:45](=[C:48]2[N:52]([CH3:53])[C:51]3[CH:54]=[CH:55][CH:56]=[CH:57][C:50]=3[S:49]2)[S:44][CH2+:43]1SC)[C:36]1[CH:41]=[CH:40][CH:39]=[CH:38][CH:37]=1. Given the product [CH2:35]([N:42]1[C:46](=[O:47])[C:45](=[C:48]2[N:52]([CH3:53])[C:51]3[CH:54]=[CH:55][CH:56]=[CH:57][C:50]=3[S:49]2)[S:44][C:43]1=[N:21][C:5]1[CH:6]=[C:7]([NH:8][C:9](=[O:18])[CH2:10][N:11]2[CH2:16][CH2:15][N:14]([CH3:17])[CH2:13][CH2:12]2)[CH:19]=[CH:20][C:4]=1[NH:3][CH2:1][CH3:2])[C:36]1[CH:37]=[CH:38][CH:39]=[CH:40][CH:41]=1, predict the reactants needed to synthesize it.